From a dataset of Catalyst prediction with 721,799 reactions and 888 catalyst types from USPTO. Predict which catalyst facilitates the given reaction. (1) Reactant: [CH3:1][C:2]1[C:3]([CH2:14][S:15][C:16]2[NH:17][C:18]3[CH:24]=[CH:23][CH:22]=[CH:21][C:19]=3[N:20]=2)=[N:4][CH:5]=[CH:6][C:7]=1[O:8][CH2:9][C:10]([F:13])([F:12])[F:11].[CH3:25][CH:26]([CH3:33])[C:27]([O:29][CH:30](Cl)[CH3:31])=[O:28].[I-].[Na+].C(=O)([O-])[O-].[K+].[K+]. Product: [CH3:25][CH:26]([CH3:33])[C:27]([O:29][CH:30]([N:20]1[C:19]2[CH:21]=[CH:22][CH:23]=[CH:24][C:18]=2[N:17]=[C:16]1[S:15][CH2:14][C:3]1[C:2]([CH3:1])=[C:7]([O:8][CH2:9][C:10]([F:12])([F:11])[F:13])[CH:6]=[CH:5][N:4]=1)[CH3:31])=[O:28]. The catalyst class is: 10. (2) Reactant: C(N(CC)CC)C.CS(Cl)(=O)=O.O[CH2:14][C@H:15]1[N:20]([CH3:21])[CH2:19][CH2:18][N:17]([C:22]([O:24][C:25]([CH3:28])([CH3:27])[CH3:26])=[O:23])[CH2:16]1.[Cl-].[NH4+].[F-:31].C([N+](CCCC)(CCCC)CCCC)CCC.O1CCCC1. Product: [F:31][CH2:14][C@H:15]1[N:20]([CH3:21])[CH2:19][CH2:18][N:17]([C:22]([O:24][C:25]([CH3:28])([CH3:27])[CH3:26])=[O:23])[CH2:16]1. The catalyst class is: 4. (3) Reactant: [CH3:1][C:2]1[C:10]2[CH2:9][O:8][C:7](=[O:11])[C:6]=2[CH:5]=[CH:4][C:3]=1[CH2:12][CH2:13][N:14]1[CH2:19][CH2:18][NH:17][CH2:16][C:15]1=[O:20].[CH3:21][C:22]1[C:30]2[CH2:29][O:28][C:27](=[O:31])[C:26]=2[CH:25]=[CH:24][C:23]=1[C@H:32]1[CH2:34][O:33]1. Product: [OH:33][C@@H:32]([C:23]1[CH:24]=[CH:25][C:26]2[C:27](=[O:31])[O:28][CH2:29][C:30]=2[C:22]=1[CH3:21])[CH2:34][N:17]1[CH2:18][CH2:19][N:14]([CH2:13][CH2:12][C:3]2[CH:4]=[CH:5][C:6]3[C:7](=[O:11])[O:8][CH2:9][C:10]=3[C:2]=2[CH3:1])[C:15](=[O:20])[CH2:16]1. The catalyst class is: 14. (4) Reactant: [CH3:1][O:2][C:3]1[CH:10]=[CH:9][C:6]([CH2:7][Cl:8])=[CH:5][CH:4]=1.[NH2:11][C:12]([NH2:14])=[S:13]. Product: [ClH:8].[CH3:1][O:2][C:3]1[CH:10]=[CH:9][C:6]([CH2:7][NH:14][C:12](=[NH:11])[SH:13])=[CH:5][CH:4]=1. The catalyst class is: 8. (5) Reactant: [F:1][C:2]1[CH:7]=[CH:6][CH:5]=[C:4]([F:8])[CH:3]=1.C([Li])CCC.[I:14]I.[O-]S([O-])(=S)=O.[Na+].[Na+]. Product: [F:1][C:2]1[CH:7]=[CH:6][CH:5]=[C:4]([F:8])[C:3]=1[I:14]. The catalyst class is: 20. (6) Reactant: [C:1]1(=O)[CH2:5][CH2:4][CH2:3][CH2:2]1.[NH2:7][CH:8]1[CH2:13][CH2:12][N:11]([C:14]([O:16][C:17]([CH3:20])([CH3:19])[CH3:18])=[O:15])[CH2:10][CH2:9]1.[BH4-].[Na+]. Product: [CH:1]1([NH:7][CH:8]2[CH2:9][CH2:10][N:11]([C:14]([O:16][C:17]([CH3:20])([CH3:19])[CH3:18])=[O:15])[CH2:12][CH2:13]2)[CH2:5][CH2:4][CH2:3][CH2:2]1. The catalyst class is: 5.